This data is from Reaction yield outcomes from USPTO patents with 853,638 reactions. The task is: Predict the reaction yield, written as a fraction of the theoretical maximum amount of product (1.0 means a 100% yield; for example, 0.34 means a 34% yield). (1) The reactants are [CH3:1][CH:2]([C:21]1[CH:22]=[C:23]([CH:25]=[CH:26][CH:27]=1)[NH2:24])[CH2:3][N:4]1[CH2:9][CH2:8][N:7]([C:10]2[CH:19]=[CH:18][CH:17]=[C:16]3[C:11]=2[CH:12]=[CH:13][C:14]([CH3:20])=[N:15]3)[CH2:6][CH2:5]1.[F:28][C:29]1[CH:37]=[CH:36][CH:35]=[CH:34][C:30]=1[C:31](O)=[O:32]. No catalyst specified. The product is [F:28][C:29]1[CH:37]=[CH:36][CH:35]=[CH:34][C:30]=1[C:31]([NH:24][C:23]1[CH:25]=[CH:26][CH:27]=[C:21]([CH:2]([CH3:1])[CH2:3][N:4]2[CH2:5][CH2:6][N:7]([C:10]3[CH:19]=[CH:18][CH:17]=[C:16]4[C:11]=3[CH:12]=[CH:13][C:14]([CH3:20])=[N:15]4)[CH2:8][CH2:9]2)[CH:22]=1)=[O:32]. The yield is 0.640. (2) The reactants are [C:1]1(C)[CH:6]=[CH:5][C:4](S(O)(=O)=O)=[CH:3][CH:2]=1.C(Cl)(Cl)Cl.C[OH:17].[CH2:18]([OH:20])[CH3:19]. The catalyst is C1(C)C=CC=CC=1. The product is [CH2:18]([O:20][C:6]1[C:1](=[O:17])[CH2:2][CH2:3][CH2:4][CH:5]=1)[CH3:19]. The yield is 0.660. (3) The reactants are [F:1][C:2]1[CH:3]=[C:4]([C:8]2[N:13]=[CH:12][C:11]([C:14]([OH:16])=O)=[CH:10][N:9]=2)[CH:5]=[CH:6][CH:7]=1.O[N:18]1[C:22]2[CH:23]=[CH:24][CH:25]=[CH:26][C:21]=2N=N1.C1CCC(N=C=NC2CCCCC2)CC1.NC1C=CC=CC=1.C(O)C(N)(CO)CO. The catalyst is CN(C=O)C. The product is [C:22]1([NH:18][C:14]([C:11]2[CH:12]=[N:13][C:8]([C:4]3[CH:5]=[CH:6][CH:7]=[C:2]([F:1])[CH:3]=3)=[N:9][CH:10]=2)=[O:16])[CH:23]=[CH:24][CH:25]=[CH:26][CH:21]=1. The yield is 1.00. (4) The catalyst is CO.O. The yield is 0.750. The reactants are [Cl:1][C:2]1[CH:24]=[C:23]([C:25]([NH:27][CH2:28][C:29]2[CH:34]=[CH:33][CH:32]=[C:31]([OH:35])[CH:30]=2)=[O:26])[CH:22]=[C:21]([CH3:36])[C:3]=1[C:4]([NH:6][C@H:7]([C:17]([O:19]C)=[O:18])[CH2:8][NH:9][C:10]([C:12]1[S:13][CH:14]=[CH:15][CH:16]=1)=[O:11])=[O:5].[OH-].[Na+]. The product is [Cl:1][C:2]1[CH:24]=[C:23]([C:25]([NH:27][CH2:28][C:29]2[CH:34]=[CH:33][CH:32]=[C:31]([OH:35])[CH:30]=2)=[O:26])[CH:22]=[C:21]([CH3:36])[C:3]=1[C:4]([NH:6][C@H:7]([C:17]([OH:19])=[O:18])[CH2:8][NH:9][C:10]([C:12]1[S:13][CH:14]=[CH:15][CH:16]=1)=[O:11])=[O:5]. (5) The reactants are C[O:2][C:3](=[O:10])[CH2:4][C:5](=[O:9])[CH:6]([CH3:8])[CH3:7].C[O-].[Na+].CO.[Cl:16][C:17]1[CH:18]=[N:19][CH:20]=[C:21]([Cl:27])[C:22]=1[C:23](Cl)=[N:24]O. The catalyst is C1COCC1.O. The product is [Cl:16][C:17]1[CH:18]=[N:19][CH:20]=[C:21]([Cl:27])[C:22]=1[C:23]1[C:4]([C:3]([OH:2])=[O:10])=[C:5]([CH:6]([CH3:8])[CH3:7])[O:9][N:24]=1. The yield is 0.180. (6) The reactants are [F:1][C:2]1[CH:7]=[CH:6][CH:5]=[CH:4][C:3]=1[C@@:8]1([NH:19][C:20]([NH:22][C:23](=[O:30])[C:24]2[CH:29]=[CH:28][CH:27]=[CH:26][CH:25]=2)=[S:21])[C@H:12]([CH2:13]O)[C@@H:11]([C:15]([F:18])([F:17])[F:16])[O:10][CH2:9]1.N1C=CC=CC=1.FC(F)(F)S(OS(C(F)(F)F)(=O)=O)(=O)=O.[NH4+].[Cl-]. The catalyst is C(Cl)Cl.O. The product is [F:1][C:2]1[CH:7]=[CH:6][CH:5]=[CH:4][C:3]=1[C@:8]12[CH2:9][O:10][C@H:11]([C:15]([F:16])([F:17])[F:18])[C@H:12]1[CH2:13][S:21][C:20]([NH:22][C:23](=[O:30])[C:24]1[CH:29]=[CH:28][CH:27]=[CH:26][CH:25]=1)=[N:19]2. The yield is 1.00. (7) The reactants are C(N1CCO[C@H]([C@@H](O)C2C=CC=CC=2)C1=O)C1C=CC=CC=1.Cl.[CH2:24]([C:26]1[CH:31]=[CH:30][CH:29]=[CH:28][C:27]=1[S:32][C@H:33]([C:40]1[CH:45]=[CH:44][CH:43]=[CH:42][CH:41]=1)[C@@H:34]1[O:39][CH2:38][CH2:37][NH:36][CH2:35]1)[CH3:25].C(C1C=CC=CC=1S[C@@H](C1C=CC=CC=1)[C@H]1OCCN(CC2C=CC=CC=2)C1)C.C(C1C=CC=CC=1S[C@H](C1C=CC=CC=1)[C@@H]1OCCN(CC2C=CC=CC=2)C1)C. No catalyst specified. The product is [CH2:24]([C:26]1[CH:31]=[CH:30][CH:29]=[CH:28][C:27]=1[S:32][C@H:33]([C:40]1[CH:45]=[CH:44][CH:43]=[CH:42][CH:41]=1)[C@@H:34]1[O:39][CH2:38][CH2:37][NH:36][CH2:35]1)[CH3:25]. The yield is 0.860. (8) The reactants are Cl([O-])=O.[Na+].P([O-])(O)(O)=O.[Na+].[CH3:11][O:12][C:13]1[C:14]([O:24][Si:25]([CH:32]([CH3:34])[CH3:33])([CH:29]([CH3:31])[CH3:30])[CH:26]([CH3:28])[CH3:27])=[CH:15][C:16]([N+:21]([O-:23])=[O:22])=[C:17]([CH:20]=1)[CH:18]=[O:19].[OH:35]O.O=O.Cl. The catalyst is O.O1CCCC1. The product is [CH3:11][O:12][C:13]1[C:14]([O:24][Si:25]([CH:29]([CH3:31])[CH3:30])([CH:26]([CH3:28])[CH3:27])[CH:32]([CH3:34])[CH3:33])=[CH:15][C:16]([N+:21]([O-:23])=[O:22])=[C:17]([CH:20]=1)[C:18]([OH:35])=[O:19]. The yield is 1.00. (9) The reactants are C[O:2][C:3]([C:5]1[CH:10]=[CH:9][N:8]=[C:7]([O:11][C:12]2[CH:17]=[CH:16][CH:15]=[CH:14][CH:13]=2)[N:6]=1)=[O:4].[OH-].[Na+]. The catalyst is CO. The product is [O:11]([C:7]1[N:6]=[C:5]([C:3]([OH:4])=[O:2])[CH:10]=[CH:9][N:8]=1)[C:12]1[CH:13]=[CH:14][CH:15]=[CH:16][CH:17]=1. The yield is 0.600. (10) The reactants are [Cl:1][C:2]1[CH:7]=[CH:6][CH:5]=[C:4]([Cl:8])[C:3]=1[C:9]1[C:13]([C:14]([OH:16])=O)=[C:12]([CH3:17])[O:11][N:10]=1.[NH2:18][CH2:19][CH2:20][CH2:21][N:22]1[CH2:27][CH2:26][N:25]([C:28]2[CH:33]=[CH:32][C:31]([F:34])=[CH:30][C:29]=2[O:35][CH2:36][C:37]([F:40])([F:39])[F:38])[CH2:24][CH2:23]1. No catalyst specified. The product is [Cl:8][C:4]1[CH:5]=[CH:6][CH:7]=[C:2]([Cl:1])[C:3]=1[C:9]1[C:13]([C:14]([NH:18][CH2:19][CH2:20][CH2:21][N:22]2[CH2:27][CH2:26][N:25]([C:28]3[CH:33]=[CH:32][C:31]([F:34])=[CH:30][C:29]=3[O:35][CH2:36][C:37]([F:38])([F:40])[F:39])[CH2:24][CH2:23]2)=[O:16])=[C:12]([CH3:17])[O:11][N:10]=1. The yield is 0.380.